Task: Regression. Given two drug SMILES strings and cell line genomic features, predict the synergy score measuring deviation from expected non-interaction effect.. Dataset: NCI-60 drug combinations with 297,098 pairs across 59 cell lines (1) Drug 1: C1CCN(CC1)CCOC2=CC=C(C=C2)C(=O)C3=C(SC4=C3C=CC(=C4)O)C5=CC=C(C=C5)O. Drug 2: C(CN)CNCCSP(=O)(O)O. Cell line: NCIH23. Synergy scores: CSS=5.92, Synergy_ZIP=2.33, Synergy_Bliss=5.45, Synergy_Loewe=-0.103, Synergy_HSA=-0.0954. (2) Drug 1: CCCS(=O)(=O)NC1=C(C(=C(C=C1)F)C(=O)C2=CNC3=C2C=C(C=N3)C4=CC=C(C=C4)Cl)F. Drug 2: CC1CCC2CC(C(=CC=CC=CC(CC(C(=O)C(C(C(=CC(C(=O)CC(OC(=O)C3CCCCN3C(=O)C(=O)C1(O2)O)C(C)CC4CCC(C(C4)OC)OCCO)C)C)O)OC)C)C)C)OC. Cell line: OVCAR-4. Synergy scores: CSS=27.5, Synergy_ZIP=8.53, Synergy_Bliss=8.08, Synergy_Loewe=-9.90, Synergy_HSA=6.09. (3) Drug 1: C1=CC(=CC=C1CC(C(=O)O)N)N(CCCl)CCCl.Cl. Drug 2: CCC1=C2CN3C(=CC4=C(C3=O)COC(=O)C4(CC)O)C2=NC5=C1C=C(C=C5)O. Cell line: HCC-2998. Synergy scores: CSS=19.7, Synergy_ZIP=-3.59, Synergy_Bliss=-1.73, Synergy_Loewe=-4.71, Synergy_HSA=-1.80. (4) Drug 1: CC1=C(C=C(C=C1)C(=O)NC2=CC(=CC(=C2)C(F)(F)F)N3C=C(N=C3)C)NC4=NC=CC(=N4)C5=CN=CC=C5. Drug 2: C1CN(P(=O)(OC1)NCCCl)CCCl. Cell line: SF-295. Synergy scores: CSS=4.02, Synergy_ZIP=1.53, Synergy_Bliss=3.45, Synergy_Loewe=2.69, Synergy_HSA=2.45. (5) Drug 1: CC1=C(C(CCC1)(C)C)C=CC(=CC=CC(=CC(=O)O)C)C. Drug 2: COCCOC1=C(C=C2C(=C1)C(=NC=N2)NC3=CC=CC(=C3)C#C)OCCOC.Cl. Cell line: OVCAR3. Synergy scores: CSS=7.82, Synergy_ZIP=-0.0448, Synergy_Bliss=0.820, Synergy_Loewe=1.99, Synergy_HSA=1.97. (6) Drug 1: C1C(C(OC1N2C=C(C(=O)NC2=O)F)CO)O. Drug 2: CCN(CC)CCNC(=O)C1=C(NC(=C1C)C=C2C3=C(C=CC(=C3)F)NC2=O)C. Cell line: SK-OV-3. Synergy scores: CSS=5.52, Synergy_ZIP=-4.19, Synergy_Bliss=4.51, Synergy_Loewe=-6.88, Synergy_HSA=0.196. (7) Drug 1: CCC(=C(C1=CC=CC=C1)C2=CC=C(C=C2)OCCN(C)C)C3=CC=CC=C3.C(C(=O)O)C(CC(=O)O)(C(=O)O)O. Drug 2: CCCCC(=O)OCC(=O)C1(CC(C2=C(C1)C(=C3C(=C2O)C(=O)C4=C(C3=O)C=CC=C4OC)O)OC5CC(C(C(O5)C)O)NC(=O)C(F)(F)F)O. Cell line: KM12. Synergy scores: CSS=44.1, Synergy_ZIP=6.12, Synergy_Bliss=8.93, Synergy_Loewe=-5.91, Synergy_HSA=5.88. (8) Drug 1: C1=NC2=C(N=C(N=C2N1C3C(C(C(O3)CO)O)O)F)N. Drug 2: C#CCC(CC1=CN=C2C(=N1)C(=NC(=N2)N)N)C3=CC=C(C=C3)C(=O)NC(CCC(=O)O)C(=O)O. Cell line: SF-295. Synergy scores: CSS=42.5, Synergy_ZIP=1.51, Synergy_Bliss=0.898, Synergy_Loewe=-12.2, Synergy_HSA=-0.179. (9) Drug 1: C1C(C(OC1N2C=C(C(=O)NC2=O)F)CO)O. Drug 2: CC=C1C(=O)NC(C(=O)OC2CC(=O)NC(C(=O)NC(CSSCCC=C2)C(=O)N1)C(C)C)C(C)C. Cell line: 786-0. Synergy scores: CSS=23.3, Synergy_ZIP=-5.17, Synergy_Bliss=0.512, Synergy_Loewe=-1.58, Synergy_HSA=1.64. (10) Drug 1: C1CN1C2=NC(=NC(=N2)N3CC3)N4CC4. Synergy scores: CSS=35.6, Synergy_ZIP=2.04, Synergy_Bliss=1.28, Synergy_Loewe=-7.31, Synergy_HSA=1.89. Drug 2: C1C(C(OC1N2C=NC3=C2NC=NCC3O)CO)O. Cell line: A549.